Task: Predict which catalyst facilitates the given reaction.. Dataset: Catalyst prediction with 721,799 reactions and 888 catalyst types from USPTO (1) Reactant: [CH3:1][CH:2]1[C:11]2([CH:16]=[CH:15][N:14](C(OCC3C=CC=CC=3)=O)[CH2:13][CH2:12]2)[C:10]2[C:5](=[N:6][CH:7]=[CH:8][CH:9]=2)[NH:4][C:3]1=O. Product: [CH3:1][C:2]1[C:11]2([CH2:16][CH2:15][NH:14][CH2:13][CH2:12]2)[C:10]2[C:5](=[N:6][CH:7]=[CH:8][CH:9]=2)[NH:4][CH:3]=1. The catalyst class is: 29. (2) Reactant: F[C:2](F)(F)[C:3]([OH:5])=O.C(OC(NC1CCN([CH:22]2[CH2:27][CH:26]([C:28]3[CH:33]=[CH:32][CH:31]=[CH:30][CH:29]=3)[CH:25]([C:34]([NH:36][C:37]3[CH:49]=[CH:48][C:40]([C:41]([O:43]C(C)(C)C)=[O:42])=[CH:39][CH:38]=3)=[O:35])[N:24]([C:50](=[O:65])/[CH:51]=[CH:52]/[C:53]3[CH:58]=[C:57]([Cl:59])[CH:56]=[CH:55][C:54]=3[N:60]3[CH:64]=[N:63][N:62]=[N:61]3)[CH2:23]2)CC1)=O)(C)(C)C. Product: [Cl:59][C:57]1[CH:56]=[CH:55][C:54]([N:60]2[CH:64]=[N:63][N:62]=[N:61]2)=[C:53](/[CH:52]=[CH:51]/[C:50]([N:24]2[CH2:23][CH:22]([O:5][CH:3]3[CH2:2][CH2:25][NH:24][CH2:23][CH2:22]3)[CH2:27][CH:26]([CH:28]3[CH2:33][CH2:32][CH2:31][CH2:30][CH2:29]3)[CH:25]2[C:34]([NH:36][C:37]2[CH:49]=[CH:48][C:40]([C:41]([OH:43])=[O:42])=[CH:39][CH:38]=2)=[O:35])=[O:65])[CH:58]=1. The catalyst class is: 2. (3) Reactant: [CH2:1]([N:8]1[CH2:12][CH2:11][C:10]([C:14]2[CH:19]=[CH:18][CH:17]=[C:16]([F:20])[C:15]=2[F:21])(O)[CH2:9]1)[C:2]1[CH:7]=[CH:6][CH:5]=[CH:4][CH:3]=1.C(N(S(F)(F)[F:28])CC)C.C(=O)([O-])O.[Na+]. Product: [CH2:1]([N:8]1[CH2:12][CH2:11][C:10]([C:14]2[CH:19]=[CH:18][CH:17]=[C:16]([F:20])[C:15]=2[F:21])([F:28])[CH2:9]1)[C:2]1[CH:7]=[CH:6][CH:5]=[CH:4][CH:3]=1. The catalyst class is: 4.